Dataset: Catalyst prediction with 721,799 reactions and 888 catalyst types from USPTO. Task: Predict which catalyst facilitates the given reaction. Reactant: [C:1]1([C:7]2[N:8]=[CH:9][NH:10][CH:11]=2)[CH:6]=[CH:5][CH:4]=[CH:3][CH:2]=1.Cl[CH2:13][CH2:14][C:15]([NH:17][C:18]1[CH:26]=[CH:25][CH:24]=[CH:23][C:19]=1[C:20]([NH2:22])=[O:21])=O.C([O-])([O-])=O.[K+].[K+]. Product: [C:1]1([C:7]2[N:8]=[CH:9][N:10]([CH2:13][CH2:14][C:15]3[NH:22][C:20](=[O:21])[C:19]4[C:18](=[CH:26][CH:25]=[CH:24][CH:23]=4)[N:17]=3)[CH:11]=2)[CH:2]=[CH:3][CH:4]=[CH:5][CH:6]=1. The catalyst class is: 18.